This data is from Full USPTO retrosynthesis dataset with 1.9M reactions from patents (1976-2016). The task is: Predict the reactants needed to synthesize the given product. (1) Given the product [CH2:1]([O:3][C:4](=[O:20])[CH2:5][CH2:6][N:7]1[CH2:15][C:14]2[C:9](=[CH:10][CH:11]=[C:12]([NH2:16])[CH:13]=2)[C:8]1=[O:19])[CH3:2], predict the reactants needed to synthesize it. The reactants are: [CH2:1]([O:3][C:4](=[O:20])[CH2:5][CH2:6][N:7]1[CH2:15][C:14]2[C:9](=[CH:10][CH:11]=[C:12]([N+:16]([O-])=O)[CH:13]=2)[C:8]1=[O:19])[CH3:2].[Cl-].[NH4+]. (2) Given the product [Br:1][C:2]1[CH:3]=[C:4]([CH:8]=[CH:9][C:10]=1[CH3:11])[C:5]([NH:16][C:17]1[CH:22]=[CH:21][CH:20]=[CH:19][C:18]=1[OH:23])=[O:7], predict the reactants needed to synthesize it. The reactants are: [Br:1][C:2]1[CH:3]=[C:4]([CH:8]=[CH:9][C:10]=1[CH3:11])[C:5]([OH:7])=O.S(Cl)(Cl)=O.[NH2:16][C:17]1[CH:22]=[CH:21][CH:20]=[CH:19][C:18]=1[OH:23].C(N(C(C)C)CC)(C)C. (3) Given the product [Cl:1][C:2]1[CH:3]=[C:4]([NH:12][C:13]2[S:14][C:15]([C:18]#[N:19])=[CH:16][N:17]=2)[N:5]=[C:6]([S:8][CH2:11][CH2:35][NH:34][C:27](=[O:28])[O:29][C:30]([CH3:33])([CH3:32])[CH3:31])[N:7]=1, predict the reactants needed to synthesize it. The reactants are: [Cl:1][C:2]1[N:7]=[C:6]([S:8]([CH3:11])(=O)=O)[N:5]=[C:4]([NH:12][C:13]2[S:14][C:15]([C:18]#[N:19])=[CH:16][N:17]=2)[CH:3]=1.C(N(CC)CC)C.[C:27]([NH:34][CH2:35]CS)([O:29][C:30]([CH3:33])([CH3:32])[CH3:31])=[O:28]. (4) Given the product [O:1]=[C:2]1[NH:10][C:5]2=[N:6][CH:7]=[CH:8][CH:9]=[C:4]2[C@:3]21[CH2:43][C:13]1[CH:14]=[C:15]3[C:20](=[CH:21][C:12]=1[CH2:11]2)[N:19]=[CH:18][C:17]([CH2:22][NH:23][C@H:24]([C:37]1[CH:38]=[CH:39][CH:40]=[CH:41][CH:42]=1)[CH2:25][CH2:26][NH:27][C:28]1([C:33]([O-:35])=[O:34])[CH2:29][CH2:30][CH2:31][CH2:32]1)=[CH:16]3.[K+:45], predict the reactants needed to synthesize it. The reactants are: [O:1]=[C:2]1[NH:10][C:5]2=[N:6][CH:7]=[CH:8][CH:9]=[C:4]2[C@:3]21[CH2:43][C:13]1[CH:14]=[C:15]3[C:20](=[CH:21][C:12]=1[CH2:11]2)[N:19]=[CH:18][C:17]([CH2:22][NH:23][C@H:24]([C:37]1[CH:42]=[CH:41][CH:40]=[CH:39][CH:38]=1)[CH2:25][CH2:26][NH:27][C:28]1([C:33]([O:35]C)=[O:34])[CH2:32][CH2:31][CH2:30][CH2:29]1)=[CH:16]3.O([Si](C)(C)C)[K:45]. (5) Given the product [CH3:1][C:2]1([CH3:29])[S:3][C:4]2[CH:20]=[CH:19][C:18]([CH2:21][C:22]([OH:24])=[O:23])=[CH:17][C:5]=2[NH:6][C:7]1=[O:8], predict the reactants needed to synthesize it. The reactants are: [CH3:1][C:2]1([CH3:29])[C:7](=[O:8])[N:6](COCC[Si](C)(C)C)[C:5]2[CH:17]=[C:18]([CH2:21][C:22]([O:24]C(C)(C)C)=[O:23])[CH:19]=[CH:20][C:4]=2[S:3]1.C(O)(C(F)(F)F)=O. (6) Given the product [Br:1][C:2]1[C:3]2[CH:12]=[CH:11][CH:10]=[CH:9][C:4]=2[O:5][C:6]=1[CH:24]([O:28][CH2:29][CH3:30])[O:31][CH2:32][CH3:33], predict the reactants needed to synthesize it. The reactants are: [Br:1][C:2]1[C:3]2[CH:12]=[CH:11][CH:10]=[CH:9][C:4]=2[O:5][C:6]=1C=O.C1(C)C=CC(S(O)(=O)=O)=CC=1.[CH:24]([O:31][CH2:32][CH3:33])([O:28][CH2:29][CH3:30])OCC.